Dataset: Forward reaction prediction with 1.9M reactions from USPTO patents (1976-2016). Task: Predict the product of the given reaction. (1) Given the reactants C[O:2][C:3]([C:5]1[C:9]([NH:10][C:11](=[O:15])[CH:12](Cl)[F:13])=[CH:8][S:7][CH:6]=1)=[O:4].[C:16]([C:20]1[CH:25]=[CH:24][C:23]([OH:26])=[CH:22][CH:21]=1)([CH3:19])([CH3:18])[CH3:17], predict the reaction product. The product is: [C:16]([C:20]1[CH:21]=[CH:22][C:23]([O:26][CH:12]([F:13])[C:11]([NH:10][C:9]2[C:5]([C:3]([OH:2])=[O:4])=[CH:6][S:7][CH:8]=2)=[O:15])=[CH:24][CH:25]=1)([CH3:19])([CH3:17])[CH3:18]. (2) Given the reactants [NH2:1][C:2]1[CH:7]=[CH:6][C:5]([CH:8]([CH3:13])[C:9]([O:11][CH3:12])=[O:10])=[CH:4][CH:3]=1.[Cl:14][CH2:15][CH2:16][N:17]=[C:18]=[O:19], predict the reaction product. The product is: [Cl:14][CH2:15][CH2:16][NH:17][C:18]([NH:1][C:2]1[CH:3]=[CH:4][C:5]([CH:8]([CH3:13])[C:9]([O:11][CH3:12])=[O:10])=[CH:6][CH:7]=1)=[O:19]. (3) Given the reactants [C:1]([C:3]1[CH:8]=[C:7]([CH2:9][CH2:10][C:11]([O:13][C:14]([CH3:17])([CH3:16])[CH3:15])=[O:12])[CH:6]=[CH:5][N:4]=1)#[N:2].[C:18](OC)(=[O:26])[C:19]1[C:20](=[CH:22][CH:23]=[CH:24][CH:25]=1)[SH:21].C(N(CC)CC)C, predict the reaction product. The product is: [O:26]=[C:18]1[C:19]2[CH:25]=[CH:24][CH:23]=[CH:22][C:20]=2[S:21][C:1]([C:3]2[CH:8]=[C:7]([CH2:9][CH2:10][C:11]([O:13][C:14]([CH3:17])([CH3:16])[CH3:15])=[O:12])[CH:6]=[CH:5][N:4]=2)=[N:2]1.